This data is from Forward reaction prediction with 1.9M reactions from USPTO patents (1976-2016). The task is: Predict the product of the given reaction. (1) Given the reactants [Cl:1][C:2]1[C:6]2[CH:7]=[N:8][C:9](Cl)=[CH:10][C:5]=2[NH:4][N:3]=1.[CH3:12][O:13][CH2:14][CH2:15][NH:16][C:17]([NH2:19])=[O:18].CC([O-])(C)C.[K+].C1COCC1, predict the reaction product. The product is: [Cl:1][C:2]1[C:6]2[CH:7]=[N:8][C:9]([NH:19][C:17]([NH:16][CH2:15][CH2:14][O:13][CH3:12])=[O:18])=[CH:10][C:5]=2[NH:4][N:3]=1. (2) Given the reactants [NH2:1][C@@H:2]([C@H:13]([CH:15]1[CH2:20][CH2:19][CH2:18][CH2:17][CH2:16]1)[OH:14])[CH2:3][N:4]([CH3:12])[C:5](=[O:11])[O:6][C:7]([CH3:10])([CH3:9])[CH3:8].N1C=CC=CC=1.[CH3:27][Si:28](Cl)([CH3:30])[CH3:29], predict the reaction product. The product is: [NH2:1][C@@H:2]([C@H:13]([CH:15]1[CH2:16][CH2:17][CH2:18][CH2:19][CH2:20]1)[O:14][Si:28]([CH3:30])([CH3:29])[CH3:27])[CH2:3][N:4]([CH3:12])[C:5](=[O:11])[O:6][C:7]([CH3:10])([CH3:8])[CH3:9]. (3) Given the reactants [CH3:1][C:2]1[N:7]=C(C#N)[C:5]([N:10]2[CH2:14][CH2:13][CH2:12][CH2:11]2)=[CH:4][CH:3]=1.[OH-:15].[K+].Cl.[CH3:18][CH2:19][OH:20], predict the reaction product. The product is: [CH3:1][C:2]1[N:7]=[C:18]([C:19]([OH:15])=[O:20])[C:5]([N:10]2[CH2:14][CH2:13][CH2:12][CH2:11]2)=[CH:4][CH:3]=1. (4) Given the reactants [CH2:1]([N:8]1[C:12](=[O:13])[CH2:11][CH2:10][C@@H:9]1[C:14]([OH:16])=O)[C:2]1[CH:7]=[CH:6][CH:5]=[CH:4][CH:3]=1.[Cl-].[CH2:18]([O:20][C:21](=[O:33])[CH:22]([OH:32])[CH:23]([NH3+:31])[CH2:24][C:25]1[CH:30]=[CH:29][CH:28]=[CH:27][CH:26]=1)[CH3:19], predict the reaction product. The product is: [CH2:1]([N:8]1[C:12](=[O:13])[CH2:11][CH2:10][C@@H:9]1[C:14]([NH:31][CH:23]([CH2:24][C:25]1[CH:26]=[CH:27][CH:28]=[CH:29][CH:30]=1)[CH:22]([OH:32])[C:21]([O:20][CH2:18][CH3:19])=[O:33])=[O:16])[C:2]1[CH:3]=[CH:4][CH:5]=[CH:6][CH:7]=1.